This data is from Forward reaction prediction with 1.9M reactions from USPTO patents (1976-2016). The task is: Predict the product of the given reaction. (1) Given the reactants [Cl:1][C:2]1[CH:3]=[C:4]2[C:10]3([CH2:14][C:13](=[O:15])[NH:12][C:11]3=[O:16])[C:9](=[O:17])[N:8]([CH2:18][C:19]([O:21][CH3:22])=[O:20])[C:5]2=[CH:6][CH:7]=1.CC(C)([O-])C.[K+].[Cl:29][C:30]1[CH:31]=[C:32]([CH:35]=[CH:36][CH:37]=1)[CH2:33]Br.O1CCCC1.C(OCC)C, predict the reaction product. The product is: [Cl:1][C:2]1[CH:3]=[C:4]2[C:10]3([CH2:14][C:13](=[O:15])[N:12]([CH2:33][C:32]4[CH:35]=[CH:36][CH:37]=[C:30]([Cl:29])[CH:31]=4)[C:11]3=[O:16])[C:9](=[O:17])[N:8]([CH2:18][C:19]([O:21][CH3:22])=[O:20])[C:5]2=[CH:6][CH:7]=1. (2) The product is: [C:33]([C:12]1[C:11](=[O:35])[N:10]([CH2:9][C:3]2[CH:4]=[CH:5][C:6]([CH3:8])=[CH:7][C:2]=2[CH3:1])[C:15]([C:16]2[CH:17]=[C:18]([C:22]3[CH:27]=[CH:26][CH:25]=[C:24]([O:28][CH2:37][C:38]([O:40][CH2:41][CH3:42])=[O:39])[CH:23]=3)[CH:19]=[CH:20][CH:21]=2)=[CH:14][C:13]=1[C:29]([F:32])([F:30])[F:31])#[N:34]. Given the reactants [CH3:1][C:2]1[CH:7]=[C:6]([CH3:8])[CH:5]=[CH:4][C:3]=1[CH2:9][N:10]1[C:15]([C:16]2[CH:17]=[C:18]([C:22]3[CH:27]=[CH:26][CH:25]=[C:24]([OH:28])[CH:23]=3)[CH:19]=[CH:20][CH:21]=2)=[CH:14][C:13]([C:29]([F:32])([F:31])[F:30])=[C:12]([C:33]#[N:34])[C:11]1=[O:35].Br[CH2:37][C:38]([O:40][CH2:41][CH3:42])=[O:39].C([O-])([O-])=O.[Cs+].[Cs+], predict the reaction product.